This data is from Forward reaction prediction with 1.9M reactions from USPTO patents (1976-2016). The task is: Predict the product of the given reaction. (1) Given the reactants [Cl:1][C:2]1[CH:7]=[CH:6][C:5]([C@@H:8]([C:16]2[CH:21]=[CH:20][CH:19]=[CH:18][N:17]=2)[O:9][CH:10]2[CH2:15][CH2:14][NH:13][CH2:12][CH2:11]2)=[CH:4][CH:3]=1.Br[CH2:23][CH2:24][CH2:25][C:26]([O:28][CH2:29][CH3:30])=[O:27].C(=O)([O-])[O-].[K+].[K+], predict the reaction product. The product is: [Cl:1][C:2]1[CH:7]=[CH:6][C:5]([C@@H:8]([C:16]2[CH:21]=[CH:20][CH:19]=[CH:18][N:17]=2)[O:9][CH:10]2[CH2:11][CH2:12][N:13]([CH2:23][CH2:24][CH2:25][C:26]([O:28][CH2:29][CH3:30])=[O:27])[CH2:14][CH2:15]2)=[CH:4][CH:3]=1. (2) Given the reactants Br[C:2]1[CH:3]=[C:4]2[C:8](=[CH:9][CH:10]=1)[N:7]([Si:11]([CH:18]([CH3:20])[CH3:19])([CH:15]([CH3:17])[CH3:16])[CH:12]([CH3:14])[CH3:13])[CH:6]=[CH:5]2.[N:21]1([C:27]([O:29][C:30]([CH3:33])([CH3:32])[CH3:31])=[O:28])[CH2:26][CH2:25][NH:24][CH2:23][CH2:22]1.CC([O-])(C)C.[Na+], predict the reaction product. The product is: [CH:15]([Si:11]([CH:12]([CH3:13])[CH3:14])([CH:18]([CH3:20])[CH3:19])[N:7]1[C:8]2[C:4](=[CH:3][C:2]([N:24]3[CH2:23][CH2:22][N:21]([C:27]([O:29][C:30]([CH3:33])([CH3:32])[CH3:31])=[O:28])[CH2:26][CH2:25]3)=[CH:10][CH:9]=2)[CH:5]=[CH:6]1)([CH3:16])[CH3:17]. (3) Given the reactants [CH:1]1([C:5]2[CH:10]=[CH:9][C:8]([C:11]3[CH:15]=[C:14]([CH:16]([N:21]([C:30](OC(C)(C)C)=O)[NH:22][C:23](OC(C)(C)C)=O)[C:17]([O:19][CH3:20])=[O:18])[O:13][N:12]=3)=[C:7]([C:37]([F:40])([F:39])[F:38])[CH:6]=2)[CH2:4][CH2:3][CH2:2]1.[F:41][C:42]1[C:47]([F:48])=[CH:46][CH:45]=[CH:44][C:43]=1[C:49]1[NH:50][C:51](C=O)=[C:52](C=O)[N:53]=1.C1(C2C=CC(C3C=C(C(N4C=C5N=C(C6C=CC=C(F)C=6F)N=C5C=N4)C(OC)=O)ON=3)=C(C(F)(F)F)C=2)CC1, predict the reaction product. The product is: [CH:1]1([C:5]2[CH:10]=[CH:9][C:8]([C:11]3[CH:15]=[C:14]([CH:16]([N:21]4[CH:30]=[C:52]5[N:53]=[C:49]([C:43]6[CH:44]=[CH:45][CH:46]=[C:47]([F:48])[C:42]=6[F:41])[N:50]=[C:51]5[CH:23]=[N:22]4)[C:17]([O:19][CH3:20])=[O:18])[O:13][N:12]=3)=[C:7]([C:37]([F:38])([F:40])[F:39])[CH:6]=2)[CH2:4][CH2:3][CH2:2]1.